From a dataset of Peptide-MHC class I binding affinity with 185,985 pairs from IEDB/IMGT. Regression. Given a peptide amino acid sequence and an MHC pseudo amino acid sequence, predict their binding affinity value. This is MHC class I binding data. (1) The peptide sequence is LVGSSGLSRY. The MHC is Patr-A0301 with pseudo-sequence Patr-A0301. The binding affinity (normalized) is 0. (2) The peptide sequence is LTFGWCFKL. The MHC is HLA-A11:01 with pseudo-sequence HLA-A11:01. The binding affinity (normalized) is 0.432. (3) The peptide sequence is WCSQTSYQYL. The MHC is HLA-A29:02 with pseudo-sequence HLA-A29:02. The binding affinity (normalized) is 0.0894. (4) The peptide sequence is QTHIKTIAV. The MHC is HLA-A02:01 with pseudo-sequence HLA-A02:01. The binding affinity (normalized) is 0.101.